Dataset: NCI-60 drug combinations with 297,098 pairs across 59 cell lines. Task: Regression. Given two drug SMILES strings and cell line genomic features, predict the synergy score measuring deviation from expected non-interaction effect. (1) Drug 1: C1=CN(C=N1)CC(O)(P(=O)(O)O)P(=O)(O)O. Drug 2: CC1C(C(CC(O1)OC2CC(CC3=C2C(=C4C(=C3O)C(=O)C5=CC=CC=C5C4=O)O)(C(=O)C)O)N)O. Cell line: TK-10. Synergy scores: CSS=50.5, Synergy_ZIP=1.91, Synergy_Bliss=4.02, Synergy_Loewe=-16.2, Synergy_HSA=4.77. (2) Drug 1: C1=CC(=CC=C1CCCC(=O)O)N(CCCl)CCCl. Drug 2: C1C(C(OC1N2C=C(C(=O)NC2=O)F)CO)O. Cell line: NCI-H226. Synergy scores: CSS=2.07, Synergy_ZIP=-3.58, Synergy_Bliss=-6.23, Synergy_Loewe=-6.62, Synergy_HSA=-6.38. (3) Drug 1: C1=CC(=CC=C1C#N)C(C2=CC=C(C=C2)C#N)N3C=NC=N3. Drug 2: C(CN)CNCCSP(=O)(O)O. Cell line: UO-31. Synergy scores: CSS=-2.91, Synergy_ZIP=0.939, Synergy_Bliss=-1.12, Synergy_Loewe=-1.57, Synergy_HSA=-3.00.